Dataset: Forward reaction prediction with 1.9M reactions from USPTO patents (1976-2016). Task: Predict the product of the given reaction. Given the reactants [CH3:1][C:2]([NH:5][C:6]([C@@H:8]1[CH2:13][N:12]([C:14](OC(C)(C)C)=O)[CH2:11][CH2:10][N:9]1[CH2:21][C@@H:22]([OH:49])[C@@H:23]([NH:31][C:32]([C@H:34]([NH:38][C:39](=[O:48])[N:40]([CH3:47])[CH2:41][C:42]1[S:46][CH:45]=[N:44][CH:43]=1)[CH:35]([CH3:37])[CH3:36])=[O:33])[CH2:24][C:25]1[CH:30]=[CH:29][CH:28]=[CH:27][CH:26]=1)=[O:7])([CH3:4])[CH3:3].FC(F)(F)C(O)=O.[S:57]1[C:61](Cl)=[CH:60][N:59]=[CH:58]1, predict the reaction product. The product is: [CH3:1][C:2]([NH:5][C:6]([C@@H:8]1[CH2:13][N:12]([CH2:14][C:61]2[S:57][CH:58]=[N:59][CH:60]=2)[CH2:11][CH2:10][N:9]1[CH2:21][C@@H:22]([OH:49])[C@@H:23]([NH:31][C:32]([C@H:34]([NH:38][C:39](=[O:48])[N:40]([CH3:47])[CH2:41][C:42]1[S:46][CH:45]=[N:44][CH:43]=1)[CH:35]([CH3:37])[CH3:36])=[O:33])[CH2:24][C:25]1[CH:30]=[CH:29][CH:28]=[CH:27][CH:26]=1)=[O:7])([CH3:4])[CH3:3].